Dataset: Full USPTO retrosynthesis dataset with 1.9M reactions from patents (1976-2016). Task: Predict the reactants needed to synthesize the given product. (1) Given the product [CH3:22][C:23]1[CH:31]=[CH:30][C:26]([C:27]([NH:1][C:2]2[CH:3]=[CH:4][C:5]([S:8][CH:9]3[CH2:13][CH2:12][O:11][C:10]3=[O:14])=[CH:6][CH:7]=2)=[O:28])=[CH:25][CH:24]=1, predict the reactants needed to synthesize it. The reactants are: [NH2:1][C:2]1[CH:7]=[CH:6][C:5]([S:8][CH:9]2[CH2:13][CH2:12][O:11][C:10]2=[O:14])=[CH:4][CH:3]=1.C(N(CC)CC)C.[CH3:22][C:23]1[CH:31]=[CH:30][C:26]([C:27](Cl)=[O:28])=[CH:25][CH:24]=1. (2) The reactants are: [Cl:1][C:2]1[CH:3]=[CH:4][C:5]2[N:11]3[C:12]([CH3:15])=[N:13][N:14]=[C:10]3[CH:9]([CH2:16][CH2:17][C:18]([N:20]3[CH2:25][CH2:24][CH:23]([CH2:26][C:27]([O:29]CC)=[O:28])[CH2:22][CH2:21]3)=[O:19])[O:8][CH:7]([C:32]3[CH:37]=[CH:36][CH:35]=[C:34]([O:38][CH3:39])[C:33]=3[O:40][CH3:41])[C:6]=2[CH:42]=1.C(O)C.C(=O)([O-])[O-].[K+].[K+].Cl. Given the product [Cl:1][C:2]1[CH:3]=[CH:4][C:5]2[N:11]3[C:12]([CH3:15])=[N:13][N:14]=[C:10]3[CH:9]([CH2:16][CH2:17][C:18]([N:20]3[CH2:25][CH2:24][CH:23]([CH2:26][C:27]([OH:29])=[O:28])[CH2:22][CH2:21]3)=[O:19])[O:8][CH:7]([C:32]3[CH:37]=[CH:36][CH:35]=[C:34]([O:38][CH3:39])[C:33]=3[O:40][CH3:41])[C:6]=2[CH:42]=1, predict the reactants needed to synthesize it. (3) The reactants are: C[N:2](C)/[CH:3]=[CH:4]/[C:5]([C:7]1[CH:8]=[N:9][CH:10]=[CH:11][CH:12]=1)=O.[F:14][C:15]1[CH:16]=[C:17]([N:23]2[CH2:27][C@H:26]([CH2:28][NH:29][C:30](=[O:32])[CH3:31])[O:25][C:24]2=[O:33])[CH:18]=[CH:19][C:20]=1[NH:21]N.C(O)C.Cl. Given the product [F:14][C:15]1[CH:16]=[C:17]([N:23]2[CH2:27][C@H:26]([CH2:28][NH:29][C:30](=[O:32])[CH3:31])[O:25][C:24]2=[O:33])[CH:18]=[CH:19][C:20]=1[N:21]1[C:5]([C:7]2[CH:8]=[N:9][CH:10]=[CH:11][CH:12]=2)=[CH:4][CH:3]=[N:2]1, predict the reactants needed to synthesize it. (4) Given the product [CH2:21]([C:18]1[CH:19]=[CH:20][C:15]([CH2:14][C:13]2[C:9]([OH:8])=[N:10][N:11]([CH:24]([CH3:25])[CH3:26])[C:12]=2[CH3:23])=[CH:16][CH:17]=1)[CH3:22], predict the reactants needed to synthesize it. The reactants are: C([O:8][C:9]1[C:13]([CH2:14][C:15]2[CH:20]=[CH:19][C:18]([CH2:21][CH3:22])=[CH:17][CH:16]=2)=[C:12]([CH3:23])[N:11]([CH:24]([CH3:26])[CH3:25])[N:10]=1)C1C=CC=CC=1.